From a dataset of Forward reaction prediction with 1.9M reactions from USPTO patents (1976-2016). Predict the product of the given reaction. (1) Given the reactants [CH:1]1([C:4]2[O:8][N:7]=[C:6]([C:9]3[C:14]([Cl:15])=[CH:13][CH:12]=[CH:11][C:10]=3[Cl:16])[C:5]=2[CH2:17]O)[CH2:3][CH2:2]1.P(Br)(Br)[Br:20].C(=O)(O)[O-].[Na+], predict the reaction product. The product is: [Br:20][CH2:17][C:5]1[C:6]([C:9]2[C:14]([Cl:15])=[CH:13][CH:12]=[CH:11][C:10]=2[Cl:16])=[N:7][O:8][C:4]=1[CH:1]1[CH2:3][CH2:2]1. (2) Given the reactants C(OC(=O)[NH:7][C:8]1[CH:13]=[CH:12][C:11]([C:14]2[S:18][C:17]([C:19]3([OH:27])[CH2:24][CH2:23][N:22]([CH2:25][CH3:26])[CH2:21][CH2:20]3)=[N:16][CH:15]=2)=[CH:10][C:9]=1[F:28])(C)(C)C.FC(F)(F)C(O)=O, predict the reaction product. The product is: [NH2:7][C:8]1[CH:13]=[CH:12][C:11]([C:14]2[S:18][C:17]([C:19]3([OH:27])[CH2:24][CH2:23][N:22]([CH2:25][CH3:26])[CH2:21][CH2:20]3)=[N:16][CH:15]=2)=[CH:10][C:9]=1[F:28]. (3) Given the reactants CN(C)C=O.CS([O:10][CH2:11][CH2:12][C:13]([CH3:17])=[C:14]([F:16])[F:15])(=O)=O.[CH3:18][C:19]1[C:24]([C:25](O)=[O:26])=[CH:23][N:22]=[C:21]([S:28][CH3:29])[N:20]=1.C(=O)([O-])O.[Na+], predict the reaction product. The product is: [CH3:18][C:19]1[C:24]([C:25]([O:10][CH2:11][CH2:12][C:13]([CH3:17])=[C:14]([F:15])[F:16])=[O:26])=[CH:23][N:22]=[C:21]([S:28][CH3:29])[N:20]=1. (4) Given the reactants [F:1][C:2]1[CH:21]=[CH:20][C:5]([CH2:6][CH2:7][C:8]2[CH:17]=[CH:16][C:15]([CH2:18]O)=[CH:14][C:9]=2[C:10]([O:12][CH3:13])=[O:11])=[CH:4][CH:3]=1.C(Br)(Br)(Br)[Br:23].C1(P(C2C=CC=CC=2)C2C=CC=CC=2)C=CC=CC=1, predict the reaction product. The product is: [F:1][C:2]1[CH:21]=[CH:20][C:5]([CH2:6][CH2:7][C:8]2[CH:17]=[CH:16][C:15]([CH2:18][Br:23])=[CH:14][C:9]=2[C:10]([O:12][CH3:13])=[O:11])=[CH:4][CH:3]=1.